From a dataset of Peptide-MHC class I binding affinity with 185,985 pairs from IEDB/IMGT. Regression. Given a peptide amino acid sequence and an MHC pseudo amino acid sequence, predict their binding affinity value. This is MHC class I binding data. (1) The peptide sequence is KVKNEVNSF. The MHC is HLA-A24:02 with pseudo-sequence HLA-A24:02. The binding affinity (normalized) is 0.0832. (2) The peptide sequence is IQLFSDFTI. The MHC is HLA-A02:01 with pseudo-sequence HLA-A02:01. The binding affinity (normalized) is 0.399. (3) The peptide sequence is TSVDLNAPV. The MHC is HLA-A02:03 with pseudo-sequence HLA-A02:03. The binding affinity (normalized) is 0.378.